Dataset: Reaction yield outcomes from USPTO patents with 853,638 reactions. Task: Predict the reaction yield, written as a fraction of the theoretical maximum amount of product (1.0 means a 100% yield; for example, 0.34 means a 34% yield). The reactants are [C:1]1([P:7]([C:14]2[CH:19]=[CH:18][CH:17]=[CH:16][CH:15]=2)[C:8]2[CH:13]=[CH:12][CH:11]=[CH:10][CH:9]=2)[CH:6]=[CH:5][CH:4]=[CH:3][CH:2]=1.[Br:20][CH2:21][C:22]1[CH:23]=[C:24]([O:32][CH3:33])[C:25]([O:30][CH3:31])=[C:26]([O:28][CH3:29])[CH:27]=1. The catalyst is C1COCC1. The product is [Br-:20].[CH3:33][O:32][C:24]1[CH:23]=[C:22]([CH:27]=[C:26]([O:28][CH3:29])[C:25]=1[O:30][CH3:31])[CH2:21][P+:7]([C:1]1[CH:2]=[CH:3][CH:4]=[CH:5][CH:6]=1)([C:8]1[CH:13]=[CH:12][CH:11]=[CH:10][CH:9]=1)[C:14]1[CH:15]=[CH:16][CH:17]=[CH:18][CH:19]=1. The yield is 0.964.